From a dataset of Catalyst prediction with 721,799 reactions and 888 catalyst types from USPTO. Predict which catalyst facilitates the given reaction. Reactant: Cl.[NH2:2][C:3]([CH2:10][CH3:11])([CH2:8][CH3:9])[C:4]([O:6][CH3:7])=[O:5].[F:12][C:13]1[CH:14]=[C:15]([CH:20]=[C:21]([F:23])[CH:22]=1)[C:16](=[O:19])[CH2:17]Br.C([O-])(O)=O.[Na+].Cl. Product: [F:12][C:13]1[CH:14]=[C:15]([C:16](=[O:19])[CH2:17][NH:2][C:3]([CH2:10][CH3:11])([CH2:8][CH3:9])[C:4]([O:6][CH3:7])=[O:5])[CH:20]=[C:21]([F:23])[CH:22]=1. The catalyst class is: 3.